This data is from HIV replication inhibition screening data with 41,000+ compounds from the AIDS Antiviral Screen. The task is: Binary Classification. Given a drug SMILES string, predict its activity (active/inactive) in a high-throughput screening assay against a specified biological target. (1) The compound is C#CC1CCCCCC1O. The result is 0 (inactive). (2) The drug is Cc1ccc(-c2n[nH]c(=O)n2N)cc1. The result is 0 (inactive). (3) The molecule is CC(=O)N1CCSC(C(=O)Nc2ccccc2)=C1C. The result is 0 (inactive). (4) The drug is COc1c(C)c(CC=C(C)CCCCO)c(OC)c2ccccc12. The result is 0 (inactive). (5) The drug is CC(=O)[n+]1nc(-c2nc(N)nc(NC3C4CC5CC(C4)CC3C5)n2)oc1-c1ccc(Cl)cc1. The result is 0 (inactive). (6) The molecule is COc1ccc2nc3cc(Cl)ccc3c(NCCCN(Cc3cc(OC)c(OC)c(OC)c3)Cc3cc(OC)c(OC)c(OC)c3)c2c1. The result is 0 (inactive). (7) The drug is COC(=O)C1=C(C(=O)OC)C2(C)OC1C(=O)C21CC1. The result is 0 (inactive).